This data is from Full USPTO retrosynthesis dataset with 1.9M reactions from patents (1976-2016). The task is: Predict the reactants needed to synthesize the given product. (1) Given the product [OH:15][N:14]=[CH:1][C:3]1[CH:12]=[CH:11][C:6]([C:7]([O:9][CH3:10])=[O:8])=[CH:5][CH:4]=1, predict the reactants needed to synthesize it. The reactants are: [CH:1]([C:3]1[CH:12]=[CH:11][C:6]([C:7]([O:9][CH3:10])=[O:8])=[CH:5][CH:4]=1)=O.Cl.[NH2:14][OH:15].C([O-])(=O)C.[Na+]. (2) Given the product [O:30]([C:27]1[CH:28]=[CH:29][C:24]([O:23][C:16]2[N:15]=[C:14]([CH:11]3[CH2:10][CH2:9][NH:8][CH2:13][CH2:12]3)[CH:19]=[CH:18][C:17]=2[C:20]([NH2:22])=[O:21])=[CH:25][CH:26]=1)[C:31]1[CH:32]=[CH:33][CH:34]=[CH:35][CH:36]=1.[CH3:1][N:2]([CH3:37])[CH2:3]/[CH:4]=[CH:5]/[C:6]([OH:40])=[O:7], predict the reactants needed to synthesize it. The reactants are: [CH3:1][N:2]([CH3:37])[CH2:3]/[CH:4]=[CH:5]/[C:6]([N:8]1[CH2:13][CH2:12][CH:11]([C:14]2[CH:19]=[CH:18][C:17]([C:20]([NH2:22])=[O:21])=[C:16]([O:23][C:24]3[CH:29]=[CH:28][C:27]([O:30][C:31]4[CH:36]=[CH:35][CH:34]=[CH:33][CH:32]=4)=[CH:26][CH:25]=3)[N:15]=2)[CH2:10][CH2:9]1)=[O:7].C(C1C=CC(C2CCN(C(OC(C)(C)C)=O)CC=2)=NC=1NC1C=CC(CCN2CCCC2)=CC=1)(=[O:40])N. (3) Given the product [CH3:1][N:2]1[CH:6]=[C:5]([C:7]2[CH:31]=[CH:30][C:10]3[N:11]([C:14]4[CH:15]=[C:16]([NH:26][S:35]([CH:32]5[CH2:34][CH2:33]5)(=[O:37])=[O:36])[CH:17]=[C:18]([C:20]5[O:21][C:22]([CH3:25])=[CH:23][CH:24]=5)[CH:19]=4)[CH:12]=[N:13][C:9]=3[CH:8]=2)[CH:4]=[N:3]1, predict the reactants needed to synthesize it. The reactants are: [CH3:1][N:2]1[CH:6]=[C:5]([C:7]2[CH:31]=[CH:30][C:10]3[N:11]([C:14]4[CH:15]=[C:16]([NH:26]C(=O)C)[CH:17]=[C:18]([C:20]5[O:21][C:22]([CH3:25])=[CH:23][CH:24]=5)[CH:19]=4)[CH:12]=[N:13][C:9]=3[CH:8]=2)[CH:4]=[N:3]1.[CH:32]1([S:35](Cl)(=[O:37])=[O:36])[CH2:34][CH2:33]1.